From a dataset of Full USPTO retrosynthesis dataset with 1.9M reactions from patents (1976-2016). Predict the reactants needed to synthesize the given product. (1) Given the product [CH2:5]([C@:12]12[C:13]3[C:18](=[CH:17][C:16]([Br:28])=[CH:15][CH:14]=3)[CH2:19][CH2:20][C:26]1=[CH:24][C:21](=[O:25])[CH2:22][CH2:23]2)[C:6]1[CH:11]=[CH:10][CH:9]=[CH:8][CH:7]=1, predict the reactants needed to synthesize it. The reactants are: [O-]CC.[Na+].[CH2:5]([C@:12]12[C:26](=O)[CH:20]([C@@:21]([OH:25])([CH3:24])[CH2:22][CH2:23]1)[CH2:19][C:18]1[C:13]2=[CH:14][CH:15]=[C:16]([Br:28])[CH:17]=1)[C:6]1[CH:11]=[CH:10][CH:9]=[CH:8][CH:7]=1. (2) The reactants are: [C:1]([N:5]1[C:9]([CH2:10][CH2:11][CH3:12])=[CH:8][C:7]([CH2:13][CH2:14][CH:15]=O)=[N:6]1)([CH3:4])([CH3:3])[CH3:2].[CH3:17][C:18]1[CH:23]=[C:22]([CH3:24])[CH:21]=[CH:20][C:19]=1[N:25]1[CH2:30][CH2:29][NH:28][CH2:27][CH2:26]1.CCN(C(C)C)C(C)C.[BH-](OC(C)=O)(OC(C)=O)OC(C)=O.[Na+]. Given the product [C:1]([N:5]1[C:9]([CH2:10][CH2:11][CH3:12])=[CH:8][C:7]([CH2:13][CH2:14][CH2:15][N:28]2[CH2:29][CH2:30][N:25]([C:19]3[CH:20]=[CH:21][C:22]([CH3:24])=[CH:23][C:18]=3[CH3:17])[CH2:26][CH2:27]2)=[N:6]1)([CH3:4])([CH3:3])[CH3:2], predict the reactants needed to synthesize it.